From a dataset of Peptide-MHC class I binding affinity with 185,985 pairs from IEDB/IMGT. Regression. Given a peptide amino acid sequence and an MHC pseudo amino acid sequence, predict their binding affinity value. This is MHC class I binding data. (1) The peptide sequence is RPPEVDGNR. The MHC is HLA-A24:03 with pseudo-sequence HLA-A24:03. The binding affinity (normalized) is 0.0847. (2) The peptide sequence is GTEYRLTLY. The MHC is HLA-A24:03 with pseudo-sequence HLA-A24:03. The binding affinity (normalized) is 0.0847. (3) The peptide sequence is YQAENSTAE. The MHC is HLA-B57:01 with pseudo-sequence HLA-B57:01. The binding affinity (normalized) is 0.0847. (4) The peptide sequence is RIYRKGNPL. The MHC is HLA-B40:01 with pseudo-sequence HLA-B40:01. The binding affinity (normalized) is 0.0847. (5) The peptide sequence is TTIGEWAFW. The MHC is HLA-A69:01 with pseudo-sequence HLA-A69:01. The binding affinity (normalized) is 0.0847. (6) The peptide sequence is REWGWRIPF. The MHC is HLA-B07:02 with pseudo-sequence HLA-B07:02. The binding affinity (normalized) is 0.0847. (7) The peptide sequence is RTLLIRYILW. The MHC is Mamu-B17 with pseudo-sequence Mamu-B17. The binding affinity (normalized) is 0.170.